This data is from Forward reaction prediction with 1.9M reactions from USPTO patents (1976-2016). The task is: Predict the product of the given reaction. (1) Given the reactants C(OC(=O)[NH:7][CH2:8][CH2:9][N:10]1[C:18]2[C:17]([NH:19][C:20]3[CH:21]=[C:22]4[C:26](=[CH:27][CH:28]=3)[N:25]([CH2:29][C:30]3[CH:35]=[CH:34][CH:33]=[C:32]([F:36])[CH:31]=3)[CH:24]=[CH:23]4)=[N:16][CH:15]=[N:14][C:13]=2[CH:12]=[CH:11]1)(C)(C)C.[ClH:38], predict the reaction product. The product is: [ClH:38].[ClH:38].[NH2:7][CH2:8][CH2:9][N:10]1[C:18]2[C:17]([NH:19][C:20]3[CH:21]=[C:22]4[C:26](=[CH:27][CH:28]=3)[N:25]([CH2:29][C:30]3[CH:35]=[CH:34][CH:33]=[C:32]([F:36])[CH:31]=3)[CH:24]=[CH:23]4)=[N:16][CH:15]=[N:14][C:13]=2[CH:12]=[CH:11]1. (2) The product is: [Br:1][C:2]1[CH:3]=[CH:4][C:5]([CH2:6][N:7]2[CH:12]=[CH:11][CH:10]=[C:9]([C:13]([OH:15])=[O:14])[C:8]2=[O:17])=[CH:18][CH:19]=1. Given the reactants [Br:1][C:2]1[CH:19]=[CH:18][C:5]([CH2:6][N:7]2[CH:12]=[CH:11][CH:10]=[C:9]([C:13]([O:15]C)=[O:14])[C:8]2=[O:17])=[CH:4][CH:3]=1.[OH-].[Na+], predict the reaction product. (3) Given the reactants [CH:1]1[C:13]2[N:12]([CH:14]3[C:23]4[C:18](=[CH:19][CH:20]=[CH:21][CH:22]=4)[N:17]([C:24](=[O:35])[C:25]4[CH:30]=[CH:29][C:28]([O:31][CH3:32])=[C:27]([O:33][CH3:34])[CH:26]=4)[CH:16]([CH2:36][CH2:37][CH2:38][CH2:39][C:40](O)=[O:41])[CH2:15]3)[C:11]3[C:6](=[CH:7][CH:8]=[CH:9][CH:10]=3)[C:5]=2[CH:4]=[CH:3][CH:2]=1.ClCCl.S(Cl)(Cl)=O.[CH3:50][NH2:51].CO, predict the reaction product. The product is: [CH:10]1[C:11]2[N:12]([CH:14]3[C:23]4[C:18](=[CH:19][CH:20]=[CH:21][CH:22]=4)[N:17]([C:24](=[O:35])[C:25]4[CH:30]=[CH:29][C:28]([O:31][CH3:32])=[C:27]([O:33][CH3:34])[CH:26]=4)[CH:16]([CH2:36][CH2:37][CH2:38][CH2:39][C:40]([NH:51][CH3:50])=[O:41])[CH2:15]3)[C:13]3[C:5](=[CH:4][CH:3]=[CH:2][CH:1]=3)[C:6]=2[CH:7]=[CH:8][CH:9]=1. (4) Given the reactants C([O:3][C:4](=[O:29])[CH:5]([C:27]#[N:28])[CH2:6][C:7]1[CH:12]=[CH:11][C:10]([O:13][CH2:14][CH2:15][C:16]2[CH:21]=[CH:20][C:19]([O:22][S:23]([CH3:26])(=[O:25])=[O:24])=[CH:18][CH:17]=2)=[CH:9][CH:8]=1)C.O.[OH-].[Li+].CO, predict the reaction product. The product is: [C:27]([CH:5]([CH2:6][C:7]1[CH:8]=[CH:9][C:10]([O:13][CH2:14][CH2:15][C:16]2[CH:21]=[CH:20][C:19]([O:22][S:23]([CH3:26])(=[O:25])=[O:24])=[CH:18][CH:17]=2)=[CH:11][CH:12]=1)[C:4]([OH:29])=[O:3])#[N:28]. (5) Given the reactants [Br:1][C:2]1[CH:7]=[CH:6][C:5]([C:8]2[O:12][N:11]=[C:10]([CH3:13])[C:9]=2[NH2:14])=[CH:4][CH:3]=1.[CH2:15]([CH:22]([O:26][C:27](=[O:29])[CH3:28])[C:23](=O)[CH3:24])[C:16]1[CH:21]=[CH:20][CH:19]=[CH:18][CH:17]=1, predict the reaction product. The product is: [CH2:15]([CH:22]([O:26][C:27](=[O:29])[CH3:28])[CH:23]([NH:14][C:9]1[C:10]([CH3:13])=[N:11][O:12][C:8]=1[C:5]1[CH:4]=[CH:3][C:2]([Br:1])=[CH:7][CH:6]=1)[CH3:24])[C:16]1[CH:21]=[CH:20][CH:19]=[CH:18][CH:17]=1. (6) Given the reactants Br[C:2]1[CH:7]=[CH:6][C:5]([S:8]([C:11]2[CH:16]=[CH:15][C:14]([F:17])=[CH:13][CH:12]=2)(=[O:10])=[O:9])=[C:4]([F:18])[CH:3]=1.[Cl:19][C:20]1[CH:21]=[CH:22][C:23]([O:29][CH3:30])=[C:24](B(O)O)[CH:25]=1, predict the reaction product. The product is: [Cl:19][C:20]1[CH:25]=[CH:24][C:23]([O:29][CH3:30])=[C:22]([C:2]2[CH:7]=[CH:6][C:5]([S:8]([C:11]3[CH:16]=[CH:15][C:14]([F:17])=[CH:13][CH:12]=3)(=[O:10])=[O:9])=[C:4]([F:18])[CH:3]=2)[CH:21]=1. (7) Given the reactants [CH:1]1([C:7]2[CH:12]=[C:11]([C:13]([F:16])([F:15])[F:14])[CH:10]=[CH:9][C:8]=2[OH:17])[CH2:6][CH2:5][CH2:4][CH:3]=[CH:2]1.C(=O)([O-])[O-].[Cs+].[Cs+].Br[CH2:25][C:26]([O:28][CH2:29][CH3:30])=[O:27].Cl, predict the reaction product. The product is: [CH2:29]([O:28][C:26](=[O:27])[CH2:25][O:17][C:8]1[CH:9]=[CH:10][C:11]([C:13]([F:15])([F:16])[F:14])=[CH:12][C:7]=1[CH:1]1[CH2:6][CH2:5][CH2:4][CH:3]=[CH:2]1)[CH3:30]. (8) The product is: [Cl:1][C:2]1[C:18]([Cl:19])=[C:17]([CH2:20][CH2:21][C:22](=[O:34])[C:23]2[S:24][C:25]([C:28]3[CH:29]=[CH:30][CH:31]=[CH:32][CH:33]=3)=[CH:26][CH:27]=2)[CH:16]=[CH:15][C:3]=1[O:4][C:5]([CH3:14])([CH3:13])[C:6]([OH:8])=[O:7]. Given the reactants [Cl:1][C:2]1[C:18]([Cl:19])=[C:17]([CH2:20][CH2:21][C:22](=[O:34])[C:23]2[S:24][C:25]([C:28]3[CH:33]=[CH:32][CH:31]=[CH:30][CH:29]=3)=[CH:26][CH:27]=2)[CH:16]=[CH:15][C:3]=1[O:4][C:5]([CH3:14])([CH3:13])[C:6]([O:8]C(C)(C)C)=[O:7].FC(F)(F)C(O)=O, predict the reaction product. (9) Given the reactants Br[CH2:2][CH2:3][CH2:4][CH2:5][CH2:6][Br:7].[Cl:8][C:9]1[CH:10]=[N:11][CH:12]=[C:13]([Cl:30])[C:14]=1[NH:15][C:16]1[C:25]2[C:20](=[C:21]([OH:28])[C:22]([O:26][CH3:27])=[CH:23][CH:24]=2)[O:19][C:18](=[O:29])[CH:17]=1, predict the reaction product. The product is: [Br:7][CH2:6][CH2:5][CH2:4][CH2:3][CH2:2][O:28][C:21]1[C:22]([O:26][CH3:27])=[CH:23][CH:24]=[C:25]2[C:20]=1[O:19][C:18](=[O:29])[CH:17]=[C:16]2[NH:15][C:14]1[C:13]([Cl:30])=[CH:12][N:11]=[CH:10][C:9]=1[Cl:8].